The task is: Predict which catalyst facilitates the given reaction.. This data is from Catalyst prediction with 721,799 reactions and 888 catalyst types from USPTO. (1) Reactant: C(O[C:4](=[O:14])[CH2:5][C:6](=O)[C:7]1[CH:8]=[N:9][CH:10]=[CH:11][CH:12]=1)C.C(O)(=O)C(O)=O.[CH2:21]([NH:23][NH2:24])[CH3:22]. Product: [CH2:21]([N:23]1[C:4]([OH:14])=[CH:5][C:6]([C:7]2[CH:8]=[N:9][CH:10]=[CH:11][CH:12]=2)=[N:24]1)[CH3:22]. The catalyst class is: 52. (2) Reactant: C1(C2C=CC=CC=2)C=CC=CC=1.C(OC(=O)[NH:19][C@@H:20]1[CH2:24][CH2:23][N:22]([S:25]([C:28]2[C:33]([Cl:34])=[CH:32][CH:31]=[C:30]([NH:35][C:36]3[C:39](=[O:40])[C:38](=[O:41])[C:37]=3Cl)[C:29]=2[OH:43])(=[O:27])=[O:26])[CH2:21]1)(C)(C)C.[NH2:45][C:46]1[CH:51]=[CH:50][CH:49]=[CH:48][CH:47]=1. Product: [NH2:19][C@@H:20]1[CH2:24][CH2:23][N:22]([S:25]([C:28]2[C:29]([OH:43])=[C:30]([NH:35][C:36]3[C:39](=[O:40])[C:38](=[O:41])[C:37]=3[NH:45][C:46]3[CH:51]=[CH:50][CH:49]=[CH:48][CH:47]=3)[CH:31]=[CH:32][C:33]=2[Cl:34])(=[O:27])=[O:26])[CH2:21]1. The catalyst class is: 3. (3) Reactant: [NH2:1][C:2]1[CH:3]=[C:4]([CH:21]=[CH:22][CH:23]=1)[O:5][C:6]1[CH:7]=[CH:8][C:9]2[N:10]([CH:12]=[C:13]([NH:15][C:16]([CH:18]3[CH2:20][CH2:19]3)=[O:17])[N:14]=2)[CH:11]=1.Cl[CH2:25][C:26]1[CH:31]=[CH:30][CH:29]=[CH:28][C:27]=1[CH2:32]Cl.CN(C)C=O. Product: [CH2:32]1[C:27]2[C:26](=[CH:31][CH:30]=[CH:29][CH:28]=2)[CH2:25][N:1]1[C:2]1[CH:3]=[C:4]([CH:21]=[CH:22][CH:23]=1)[O:5][C:6]1[CH:7]=[CH:8][C:9]2[N:10]([CH:12]=[C:13]([NH:15][C:16]([CH:18]3[CH2:20][CH2:19]3)=[O:17])[N:14]=2)[CH:11]=1. The catalyst class is: 13. (4) Reactant: C(N(CC)CC)C.[O:8]([CH2:26][CH2:27][C:28]1([CH2:34][CH2:35][OH:36])[CH2:33][CH2:32][CH2:31][CH2:30][CH2:29]1)[Si:9]([C:22]([CH3:25])([CH3:24])[CH3:23])([C:16]1[CH:21]=[CH:20][CH:19]=[CH:18][CH:17]=1)[C:10]1[CH:15]=[CH:14][CH:13]=[CH:12][CH:11]=1.[CH3:37][S:38](Cl)(=[O:40])=[O:39].C(=O)([O-])O.[Na+]. Product: [CH3:37][S:38]([O:36][CH2:35][CH2:34][C:28]1([CH2:27][CH2:26][O:8][Si:9]([C:22]([CH3:24])([CH3:25])[CH3:23])([C:16]2[CH:17]=[CH:18][CH:19]=[CH:20][CH:21]=2)[C:10]2[CH:15]=[CH:14][CH:13]=[CH:12][CH:11]=2)[CH2:29][CH2:30][CH2:31][CH2:32][CH2:33]1)(=[O:40])=[O:39]. The catalyst class is: 2.